This data is from Reaction yield outcomes from USPTO patents with 853,638 reactions. The task is: Predict the reaction yield, written as a fraction of the theoretical maximum amount of product (1.0 means a 100% yield; for example, 0.34 means a 34% yield). (1) The reactants are Br[C:2]1[C:10]([CH3:11])=[CH:9][C:5]2[N:6]=[CH:7][O:8][C:4]=2[CH:3]=1.[NH2:12][C:13]1[CH:18]=[CH:17][C:16](B2OC(C)(C)C(C)(C)O2)=[CH:15][N:14]=1.[O-]P([O-])([O-])=O.[K+].[K+].[K+]. The catalyst is C(#N)C.O1CCOCC1.O.CC(P(C(C)(C)C)C1C=CC(N(C)C)=CC=1)(C)C.CC(P(C(C)(C)C)C1C=CC(N(C)C)=CC=1)(C)C.Cl[Pd]Cl. The product is [CH3:11][C:10]1[C:2]([C:16]2[CH:17]=[CH:18][C:13]([NH2:12])=[N:14][CH:15]=2)=[CH:3][C:4]2[O:8][CH:7]=[N:6][C:5]=2[CH:9]=1. The yield is 0.825. (2) The reactants are [C:1]1([CH2:9]Br)[C:2]([CH2:7]Br)=[CH:3][CH:4]=[CH:5][CH:6]=1.C([N:13](CC)CC)C.C(O)(=O)[CH2:19][C:20]([CH2:25]C(O)=O)([C:22](O)=O)[OH:21].[CH3:31][N:32]1CCC[C:33]1=[O:37]. No catalyst specified. The product is [CH2:7]1[C:2]2[C:1](=[CH:6][CH:5]=[CH:4][CH:3]=2)[CH2:9][N:13]1[N:32]([CH3:31])[C:33](=[O:37])[O:21][C:20]([CH3:19])([CH3:22])[CH3:25]. The yield is 0.840. (3) The reactants are [CH3:1][NH:2][C:3]([N:5]1[C:13]2[C:8](=[CH:9][C:10]([O:14][C:15]3[CH:20]=[CH:19][N:18]=[C:17]([NH2:21])[CH:16]=3)=[CH:11][CH:12]=2)[CH:7]=[CH:6]1)=[O:4].N1C=CC=CC=1.C(N(CC)CC)C.[C:35](Cl)(=[O:43])[O:36][C:37]1[CH:42]=[CH:41][CH:40]=[CH:39][CH:38]=1. The catalyst is CN(C)C=O. The product is [CH3:1][NH:2][C:3]([N:5]1[C:13]2[C:8](=[CH:9][C:10]([O:14][C:15]3[CH:20]=[CH:19][N:18]=[C:17]([NH:21][C:35](=[O:43])[O:36][C:37]4[CH:42]=[CH:41][CH:40]=[CH:39][CH:38]=4)[CH:16]=3)=[CH:11][CH:12]=2)[CH:7]=[CH:6]1)=[O:4]. The yield is 0.886. (4) The catalyst is C(Cl)Cl. The reactants are [Cl:1][C:2]1[C:10]2[CH:9]=[CH:8][CH:7]=[CH:6][C:5]=2[N:4]2[CH2:11][CH2:12][N:13]([C:16]3[CH:24]=[C:23]4[C:19]([CH:20]=[CH:21][N:22]4[CH2:25][C:26]([O:28]C(C)(C)C)=[O:27])=[CH:18][CH:17]=3)[C:14](=[O:15])[C:3]=12.C(O)(C(F)(F)F)=O. The product is [Cl:1][C:2]1[C:10]2[CH:9]=[CH:8][CH:7]=[CH:6][C:5]=2[N:4]2[CH2:11][CH2:12][N:13]([C:16]3[CH:24]=[C:23]4[C:19]([CH:20]=[CH:21][N:22]4[CH2:25][C:26]([OH:28])=[O:27])=[CH:18][CH:17]=3)[C:14](=[O:15])[C:3]=12. The yield is 0.910. (5) The reactants are [CH3:1][N:2]1[C:6]([CH2:7]O)=[CH:5][C:4]([N+:9]([O-:11])=[O:10])=[N:3]1.P(Br)(Br)[Br:13]. The catalyst is C(Cl)(Cl)Cl. The product is [Br:13][CH2:7][C:6]1[N:2]([CH3:1])[N:3]=[C:4]([N+:9]([O-:11])=[O:10])[CH:5]=1. The yield is 1.00. (6) The reactants are FC(F)(F)S(O[C:7]1[C:11]([CH3:12])=[C:10]([NH2:13])[N:9]([C:14]2[CH:19]=[CH:18][CH:17]=[CH:16][CH:15]=2)[N:8]=1)(=O)=O.[CH3:22][C:23]1[N:28]=[CH:27][C:26](B2OC(C)(C)C(C)(C)O2)=[CH:25][N:24]=1.C([O-])([O-])=O.[K+].[K+].O. The catalyst is C1(C)C=CC=CC=1.C1C=CC([P]([Pd]([P](C2C=CC=CC=2)(C2C=CC=CC=2)C2C=CC=CC=2)([P](C2C=CC=CC=2)(C2C=CC=CC=2)C2C=CC=CC=2)[P](C2C=CC=CC=2)(C2C=CC=CC=2)C2C=CC=CC=2)(C2C=CC=CC=2)C2C=CC=CC=2)=CC=1.CCO. The product is [CH3:12][C:11]1[C:7]([C:26]2[CH:25]=[N:24][C:23]([CH3:22])=[N:28][CH:27]=2)=[N:8][N:9]([C:14]2[CH:19]=[CH:18][CH:17]=[CH:16][CH:15]=2)[C:10]=1[NH2:13]. The yield is 0.720.